From a dataset of Forward reaction prediction with 1.9M reactions from USPTO patents (1976-2016). Predict the product of the given reaction. (1) Given the reactants [CH3:1][C:2]1[CH:6]=[C:5]([C:7]2[CH:12]=[CH:11][CH:10]=[CH:9][CH:8]=2)[O:4][N:3]=1.[Br:13]N1C(=O)CCC1=O.O, predict the reaction product. The product is: [Br:13][C:6]1[C:2]([CH3:1])=[N:3][O:4][C:5]=1[C:7]1[CH:8]=[CH:9][CH:10]=[CH:11][CH:12]=1. (2) Given the reactants [CH3:1][O:2][C:3]1[CH:8]=[C:7]([CH2:9][CH2:10][N:11]2[CH2:16][CH2:15]N(C)[CH2:13][CH2:12]2)[CH:6]=[CH:5][C:4]=1[NH2:18].N1CC[O:22]CC1, predict the reaction product. The product is: [CH3:1][O:2][C:3]1[CH:8]=[C:7]([CH2:9][CH2:10][N:11]2[CH2:16][CH2:15][O:22][CH2:13][CH2:12]2)[CH:6]=[CH:5][C:4]=1[NH2:18]. (3) Given the reactants [NH2:1][C:2]1[CH:3]=[C:4]([CH:8]=[C:9]([N:11]2[CH2:16][CH2:15][CH2:14][CH2:13][CH2:12]2)[CH:10]=1)[C:5]([OH:7])=[O:6].[CH3:17][O:18][C:19]1[N:24]=[C:23]([O:25][CH3:26])[C:22]([C:27]2[CH:36]=[C:35]3[C:30]([C:31](Cl)=[C:32]([C:37]([NH2:39])=[O:38])[CH:33]=[N:34]3)=[CH:29][CH:28]=2)=[CH:21][N:20]=1, predict the reaction product. The product is: [NH2:39][C:37]([C:32]1[CH:33]=[N:34][C:35]2[C:30]([C:31]=1[NH:1][C:2]1[CH:3]=[C:4]([CH:8]=[C:9]([N:11]3[CH2:16][CH2:15][CH2:14][CH2:13][CH2:12]3)[CH:10]=1)[C:5]([OH:7])=[O:6])=[CH:29][CH:28]=[C:27]([C:22]1[C:23]([O:25][CH3:26])=[N:24][C:19]([O:18][CH3:17])=[N:20][CH:21]=1)[CH:36]=2)=[O:38]. (4) Given the reactants [Cl:1][C:2]1[CH:7]=[CH:6][C:5]([C@H:8]2[CH2:13][C@@H:12]([C:14](=[O:21])[CH2:15][C:16](OCC)=[O:17])[CH2:11][CH2:10][N:9]2[C:22]([O:24][CH3:25])=[O:23])=[CH:4][CH:3]=1.[OH-].[Na+].[NH2:28]O.Cl, predict the reaction product. The product is: [Cl:1][C:2]1[CH:7]=[CH:6][C:5]([C@H:8]2[CH2:13][C@@H:12]([C:14]3[O:21][NH:28][C:16](=[O:17])[CH:15]=3)[CH2:11][CH2:10][N:9]2[C:22]([O:24][CH3:25])=[O:23])=[CH:4][CH:3]=1. (5) Given the reactants [Cl:1][C:2]1[CH:7]=[C:6](Cl)[N:5]2[N:9]=[C:10]([C:12]3[C:13]([CH3:23])=[N:14][C:15]4[C:20]([N:21]=3)=[CH:19][C:18]([F:22])=[CH:17][CH:16]=4)[CH:11]=[C:4]2[N:3]=1.[NH2:24][CH2:25][C:26]([CH3:29])([OH:28])[CH3:27].C(=O)([O-])[O-].[K+].[K+].O, predict the reaction product. The product is: [Cl:1][C:2]1[CH:7]=[C:6]([NH:24][CH2:25][C:26]([CH3:29])([OH:28])[CH3:27])[N:5]2[N:9]=[C:10]([C:12]3[C:13]([CH3:23])=[N:14][C:15]4[C:20](=[CH:19][C:18]([F:22])=[CH:17][CH:16]=4)[N:21]=3)[CH:11]=[C:4]2[N:3]=1. (6) The product is: [CH:1]([C:3]([OH:20])=[C:4]=[CH:5][C:6]1[CH:7]=[CH:8][C:9]([OH:12])=[CH:10][CH:11]=1)=[CH2:2].[C:21]([O:24][CH:25]=[CH2:26])(=[O:23])[CH3:22]. Given the reactants [CH:1]([C:3]([OH:20])=[C:4]=[CH:5][C:6]1[CH:11]=[CH:10][C:9]([O:12]C(OC(C)(C)C)=O)=[CH:8][CH:7]=1)=[CH2:2].[C:21]([O:24][CH:25]=[CH2:26])(=[O:23])[CH3:22].OC1C=CC(C=O)=CC=1, predict the reaction product. (7) Given the reactants C(OC([N:8]1[CH2:13][CH2:12][C:11]([O:15][CH3:16])([CH3:14])[CH2:10][CH2:9]1)=O)(C)(C)C.[C:17]([OH:23])([C:19]([F:22])([F:21])[F:20])=[O:18], predict the reaction product. The product is: [F:20][C:19]([F:22])([F:21])[C:17]([OH:23])=[O:18].[CH3:16][O:15][C:11]1([CH3:14])[CH2:12][CH2:13][NH:8][CH2:9][CH2:10]1. (8) Given the reactants [C:1]([O:5][C:6]([NH:8][C:9]1[O:17][C:16]2[C:11](=[N:12][CH:13]=[C:14]([CH2:18][CH2:19][CH2:20][O:21][CH3:22])[CH:15]=2)[C:10]=1[C:23]([OH:25])=O)=[O:7])([CH3:4])([CH3:3])[CH3:2].[NH2:26][C:27]1[CH:28]=[N:29][CH:30]=[CH:31][C:32]=1[N:33]1[CH2:38][C@H:37]([C:39]([F:42])([F:41])[F:40])[CH2:36][C@H:35]([NH:43][C:44](=[O:50])[O:45][C:46]([CH3:49])([CH3:48])[CH3:47])[CH2:34]1.CN(C(ON1N=NC2C=CC=NC1=2)=[N+](C)C)C.F[P-](F)(F)(F)(F)F.CCN(C(C)C)C(C)C, predict the reaction product. The product is: [C:1]([O:5][C:6]([NH:8][C:9]1[O:17][C:16]2[C:11](=[N:12][CH:13]=[C:14]([CH2:18][CH2:19][CH2:20][O:21][CH3:22])[CH:15]=2)[C:10]=1[C:23]([NH:26][C:27]1[CH:28]=[N:29][CH:30]=[CH:31][C:32]=1[N:33]1[CH2:38][C@H:37]([C:39]([F:40])([F:42])[F:41])[CH2:36][C@H:35]([NH:43][C:44](=[O:50])[O:45][C:46]([CH3:48])([CH3:47])[CH3:49])[CH2:34]1)=[O:25])=[O:7])([CH3:4])([CH3:2])[CH3:3]. (9) Given the reactants [N+:1]([CH:4]=[CH:5][C:6]1[CH:7]=[C:8]([O:12][C:13](=[O:15])[CH3:14])[CH:9]=[CH:10][CH:11]=1)([O-:3])=[O:2].C(O)(C)C.[BH4-].[Na+].C(OC(=O)C)(=O)C, predict the reaction product. The product is: [N+:1]([CH2:4][CH2:5][C:6]1[CH:7]=[C:8]([O:12][C:13](=[O:15])[CH3:14])[CH:9]=[CH:10][CH:11]=1)([O-:3])=[O:2].